The task is: Regression. Given a peptide amino acid sequence and an MHC pseudo amino acid sequence, predict their binding affinity value. This is MHC class II binding data.. This data is from Peptide-MHC class II binding affinity with 134,281 pairs from IEDB. The peptide sequence is LQGLRYFIMAYVNQA. The MHC is DRB1_1302 with pseudo-sequence DRB1_1302. The binding affinity (normalized) is 0.498.